This data is from Peptide-MHC class II binding affinity with 134,281 pairs from IEDB. The task is: Regression. Given a peptide amino acid sequence and an MHC pseudo amino acid sequence, predict their binding affinity value. This is MHC class II binding data. (1) The peptide sequence is AAPANPGLIIGA. The MHC is DRB1_1501 with pseudo-sequence DRB1_1501. The binding affinity (normalized) is 0.324. (2) The peptide sequence is NRQIMDNSAKYVEHD. The MHC is DRB1_0401 with pseudo-sequence DRB1_0401. The binding affinity (normalized) is 0.355.